From a dataset of Full USPTO retrosynthesis dataset with 1.9M reactions from patents (1976-2016). Predict the reactants needed to synthesize the given product. Given the product [O:8]=[C:1]1[CH2:6][CH2:5][CH2:4][C:3]([NH:14][CH2:13][C:12]([O:11][CH2:9][CH3:10])=[O:15])=[CH:2]1, predict the reactants needed to synthesize it. The reactants are: [C:1]1(=[O:8])[CH2:6][CH2:5][CH2:4][C:3](=O)[CH2:2]1.[CH2:9]([O:11][C:12](=[O:15])[CH2:13][NH2:14])[CH3:10].CC(=O)OCC.